From a dataset of Retrosynthesis with 50K atom-mapped reactions and 10 reaction types from USPTO. Predict the reactants needed to synthesize the given product. (1) Given the product Oc1cccc2c(CSC(c3ccccc3)c3ccccc3)coc12, predict the reactants needed to synthesize it. The reactants are: COc1cccc2c(CSC(c3ccccc3)c3ccccc3)coc12. (2) Given the product COc1cc(C(F)(F)F)cc(SC)c1C(=O)NC1(c2ccccc2)CC(O)CN(C)C1, predict the reactants needed to synthesize it. The reactants are: COc1cc(C(F)(F)F)cc(SC)c1C(=O)NC1(c2ccccc2)CC(=O)CN(C)C1. (3) The reactants are: COc1cc2ncnc(Oc3ccc(N)c(C)c3)c2cc1OC.O=C=Nc1ccc(F)cc1F. Given the product COc1cc2ncnc(Oc3ccc(NC(=O)Nc4ccc(F)cc4F)c(C)c3)c2cc1OC, predict the reactants needed to synthesize it. (4) Given the product CCOc1cccc(C(=O)N2C[C@H](O)C[C@H]2C(=O)NCc2ccc(-c3ccccc3)cc2)c1, predict the reactants needed to synthesize it. The reactants are: CCOc1cccc(C(=O)N2C[C@H](O)C[C@H]2C(=O)O)c1.NCc1ccc(-c2ccccc2)cc1. (5) Given the product N#Cc1ccc2c(c1)c(C#Cc1ccccc1)nn2C1CCCCO1, predict the reactants needed to synthesize it. The reactants are: C#Cc1ccccc1.N#Cc1ccc2c(c1)c(Br)nn2C1CCCCO1. (6) Given the product O=C(O)C(c1ccc(Cl)cc1)N1CCCCC1, predict the reactants needed to synthesize it. The reactants are: C1CCNCC1.O=C(O)C(Br)c1ccc(Cl)cc1. (7) Given the product NC1CCC(Nc2ccc3[nH]ncc3c2)CC1, predict the reactants needed to synthesize it. The reactants are: O=C1CCC(Nc2ccc3[nH]ncc3c2)CC1.[NH4+].